Predict the product of the given reaction. From a dataset of Forward reaction prediction with 1.9M reactions from USPTO patents (1976-2016). (1) Given the reactants [NH2:1][C:2]1[CH:32]=[CH:31][C:5]([C:6]([N:8]2[CH2:12][CH2:11][C@@H:10]([NH:13][C:14]3[N:19]=[C:18]([C:20]4[C:28]5[C:23](=[CH:24][CH:25]=[CH:26][CH:27]=5)[NH:22][CH:21]=4)[C:17]([C:29]#[N:30])=[CH:16][N:15]=3)[CH2:9]2)=[O:7])=[CH:4][CH:3]=1.CCN(C(C)C)C(C)C.Br[CH2:43]/[CH:44]=[CH:45]/[C:46](Cl)=[O:47].[NH:49]1[CH:53]=[CH:52][N:51]=[CH:50]1, predict the reaction product. The product is: [C:29]([C:17]1[C:18]([C:20]2[C:28]3[C:23](=[CH:24][CH:25]=[CH:26][CH:27]=3)[NH:22][CH:21]=2)=[N:19][C:14]([NH:13][C@@H:10]2[CH2:11][CH2:12][N:8]([C:6]([C:5]3[CH:4]=[CH:3][C:2]([NH:1][C:46](=[O:47])/[CH:45]=[CH:44]/[CH2:43][N:49]4[CH:53]=[CH:52][N:51]=[CH:50]4)=[CH:32][CH:31]=3)=[O:7])[CH2:9]2)=[N:15][CH:16]=1)#[N:30]. (2) Given the reactants [CH2:1]([N:8]([CH2:17][C:18]1[CH:23]=[CH:22][CH:21]=[CH:20][CH:19]=1)[CH:9]1[CH2:14][CH2:13][CH2:12][CH:11]([CH2:15][OH:16])[CH2:10]1)[C:2]1[CH:7]=[CH:6][CH:5]=[CH:4][CH:3]=1.[CH3:24]C([O-])(C)C.[K+].I[CH2:31][C:32]1[N:33]=[C:34]([C:38]2[CH:43]=[CH:42][C:41](C)=[CH:40][CH:39]=2)[O:35][C:36]=1[CH3:37].O, predict the reaction product. The product is: [CH2:17]([N:8]([CH2:1][C:2]1[CH:3]=[CH:4][CH:5]=[CH:6][CH:7]=1)[CH:9]1[CH2:14][CH2:13][CH2:12][CH:11]([CH2:15][O:16][CH2:31][C:32]2[N:33]=[C:34]([C:38]3[CH:39]=[C:40]([CH3:24])[CH:41]=[CH:42][CH:43]=3)[O:35][C:36]=2[CH3:37])[CH2:10]1)[C:18]1[CH:23]=[CH:22][CH:21]=[CH:20][CH:19]=1.